Predict the product of the given reaction. From a dataset of Forward reaction prediction with 1.9M reactions from USPTO patents (1976-2016). Given the reactants [CH3:1][O:2][C:3]1[CH:50]=[CH:49][C:6]([CH2:7][N:8]([CH2:40][C:41]2[CH:46]=[CH:45][C:44]([O:47][CH3:48])=[CH:43][CH:42]=2)[C:9]2[N:14]=[CH:13][C:12]([C:15]3[C:16]4[CH2:29][CH2:28][N:27]([C:30]5[CH:38]=[CH:37][C:33]([C:34]([OH:36])=O)=[CH:32][C:31]=5[F:39])[C:17]=4[N:18]=[C:19]([N:21]4[CH2:26][CH2:25][O:24][CH2:23][CH2:22]4)[N:20]=3)=[CH:11][N:10]=2)=[CH:5][CH:4]=1.[CH3:51][NH:52][CH2:53][C:54]1[CH:55]=[N:56][CH:57]=[CH:58][CH:59]=1, predict the reaction product. The product is: [CH3:48][O:47][C:44]1[CH:43]=[CH:42][C:41]([CH2:40][N:8]([CH2:7][C:6]2[CH:5]=[CH:4][C:3]([O:2][CH3:1])=[CH:50][CH:49]=2)[C:9]2[N:10]=[CH:11][C:12]([C:15]3[C:16]4[CH2:29][CH2:28][N:27]([C:30]5[CH:38]=[CH:37][C:33]([C:34]([N:52]([CH3:51])[CH2:53][C:54]6[CH:55]=[N:56][CH:57]=[CH:58][CH:59]=6)=[O:36])=[CH:32][C:31]=5[F:39])[C:17]=4[N:18]=[C:19]([N:21]4[CH2:26][CH2:25][O:24][CH2:23][CH2:22]4)[N:20]=3)=[CH:13][N:14]=2)=[CH:46][CH:45]=1.